Dataset: Peptide-MHC class I binding affinity with 185,985 pairs from IEDB/IMGT. Task: Regression. Given a peptide amino acid sequence and an MHC pseudo amino acid sequence, predict their binding affinity value. This is MHC class I binding data. (1) The peptide sequence is HLAGFIHAC. The MHC is HLA-A02:03 with pseudo-sequence HLA-A02:03. The binding affinity (normalized) is 0.346. (2) The peptide sequence is LYSFALMLI. The MHC is HLA-B51:01 with pseudo-sequence HLA-B51:01. The binding affinity (normalized) is 0.213.